Dataset: NCI-60 drug combinations with 297,098 pairs across 59 cell lines. Task: Regression. Given two drug SMILES strings and cell line genomic features, predict the synergy score measuring deviation from expected non-interaction effect. (1) Drug 1: C1=C(C(=O)NC(=O)N1)F. Drug 2: CC1CCCC2(C(O2)CC(NC(=O)CC(C(C(=O)C(C1O)C)(C)C)O)C(=CC3=CSC(=N3)C)C)C. Cell line: HOP-62. Synergy scores: CSS=32.5, Synergy_ZIP=-9.44, Synergy_Bliss=-6.97, Synergy_Loewe=-6.43, Synergy_HSA=-6.85. (2) Drug 1: C1CN(CCN1C(=O)CCBr)C(=O)CCBr. Drug 2: CC1=C(C(=O)C2=C(C1=O)N3CC4C(C3(C2COC(=O)N)OC)N4)N. Cell line: HT29. Synergy scores: CSS=30.3, Synergy_ZIP=-14.6, Synergy_Bliss=-7.65, Synergy_Loewe=-3.99, Synergy_HSA=-2.12. (3) Drug 2: CC1=C(C(=O)C2=C(C1=O)N3CC4C(C3(C2COC(=O)N)OC)N4)N. Synergy scores: CSS=45.9, Synergy_ZIP=7.19, Synergy_Bliss=5.57, Synergy_Loewe=-7.52, Synergy_HSA=2.57. Cell line: HCT116. Drug 1: C1=NC2=C(N=C(N=C2N1C3C(C(C(O3)CO)O)F)Cl)N. (4) Drug 1: COC1=C2C(=CC3=C1OC=C3)C=CC(=O)O2. Drug 2: C1CNP(=O)(OC1)N(CCCl)CCCl. Cell line: TK-10. Synergy scores: CSS=-3.91, Synergy_ZIP=0.151, Synergy_Bliss=-4.26, Synergy_Loewe=-7.04, Synergy_HSA=-7.81. (5) Drug 1: C1CCC(C1)C(CC#N)N2C=C(C=N2)C3=C4C=CNC4=NC=N3. Drug 2: CC1OCC2C(O1)C(C(C(O2)OC3C4COC(=O)C4C(C5=CC6=C(C=C35)OCO6)C7=CC(=C(C(=C7)OC)O)OC)O)O. Cell line: SK-MEL-28. Synergy scores: CSS=19.5, Synergy_ZIP=-4.68, Synergy_Bliss=1.06, Synergy_Loewe=-16.9, Synergy_HSA=-2.88. (6) Drug 1: CS(=O)(=O)C1=CC(=C(C=C1)C(=O)NC2=CC(=C(C=C2)Cl)C3=CC=CC=N3)Cl. Drug 2: C(CN)CNCCSP(=O)(O)O. Cell line: U251. Synergy scores: CSS=2.33, Synergy_ZIP=-0.343, Synergy_Bliss=0.466, Synergy_Loewe=-6.36, Synergy_HSA=-1.89. (7) Drug 1: CN(CCCl)CCCl.Cl. Drug 2: CC(C)NC(=O)C1=CC=C(C=C1)CNNC.Cl. Cell line: MCF7. Synergy scores: CSS=7.86, Synergy_ZIP=-2.04, Synergy_Bliss=1.18, Synergy_Loewe=-2.24, Synergy_HSA=-0.462. (8) Drug 1: CS(=O)(=O)OCCCCOS(=O)(=O)C. Drug 2: C(CN)CNCCSP(=O)(O)O. Cell line: NCI-H322M. Synergy scores: CSS=-2.73, Synergy_ZIP=2.10, Synergy_Bliss=-0.483, Synergy_Loewe=-4.12, Synergy_HSA=-5.03.